From a dataset of Reaction yield outcomes from USPTO patents with 853,638 reactions. Predict the reaction yield, written as a fraction of the theoretical maximum amount of product (1.0 means a 100% yield; for example, 0.34 means a 34% yield). (1) The reactants are [C:1]([CH:8]([CH2:12][CH3:13])[C@@H:9](N)[OH:10])([O:3][C:4]([CH3:7])([CH3:6])[CH3:5])=[O:2].CC1(C)[N:20]([O])C(C)(C)CCC1.[Br-].[Na+].C(=O)([O-])O.[Na+]. The catalyst is ClCCl.O. The product is [C:4]([O:3][C:1]([C@:8]([NH2:20])([CH2:12][CH3:13])[CH:9]=[O:10])=[O:2])([CH3:7])([CH3:6])[CH3:5]. The yield is 0.770. (2) The reactants are NC1N=C(NC2CCN([C:7](=[O:8])[C:9]3[CH:14]=[CH:13][C:12](I)=[CH:11][CH:10]=3)CC2)SC=1[C:7]([C:9]1[C:14](F)=[CH:13][CH:12]=[CH:11][C:10]=1F)=[O:8].[NH2:33][C:34]1[N:35]=[C:36]([NH:49][CH:50]2[CH2:53][NH:52][CH2:51]2)[S:37][C:38]=1[C:39]([C:41]1[C:46]([F:47])=[CH:45][CH:44]=[CH:43][C:42]=1[F:48])=[O:40].[N+:54](C1C=CC(C(Cl)=O)=CC=1)([O-:56])=[O:55]. No catalyst specified. The product is [NH2:33][C:34]1[N:35]=[C:36]([NH:49][CH:50]2[CH2:51][N:52]([C:7](=[O:8])[C:9]3[CH:14]=[CH:13][CH:12]=[C:11]([N+:54]([O-:56])=[O:55])[CH:10]=3)[CH2:53]2)[S:37][C:38]=1[C:39]([C:41]1[C:46]([F:47])=[CH:45][CH:44]=[CH:43][C:42]=1[F:48])=[O:40]. The yield is 0.130. (3) The reactants are [CH:1]([OH:4])([CH3:3])[CH3:2].[H-].[Na+].[CH2:7]([Sn:11]([CH2:18][CH2:19][CH2:20][CH3:21])([CH2:14][CH2:15][CH2:16][CH3:17])[CH2:12]I)[CH2:8][CH2:9][CH3:10].CN(C)C=O. The catalyst is O1CCCC1. The product is [CH2:18]([Sn:11]([CH2:7][CH2:8][CH2:9][CH3:10])([CH2:14][CH2:15][CH2:16][CH3:17])[CH2:12][O:4][CH:1]([CH3:3])[CH3:2])[CH2:19][CH2:20][CH3:21]. The yield is 0.320. (4) The reactants are [CH3:1][C:2]1[CH2:9][CH2:8][CH:7]=[C:6]([CH3:10])[CH2:5][CH2:4][CH:3]=1.[ClH:11].C(Cl)[Cl:13]. No catalyst specified. The product is [Cl:11][C:2]1([CH3:1])[CH2:9][CH2:8][CH2:7][C:6]([Cl:13])([CH3:10])[CH2:5][CH2:4][CH2:3]1. The yield is 0.900. (5) The yield is 0.0700. The reactants are [CH3:1][C:2]1([CH3:23])[C:11]2[C:6](=[CH:7][C:8]([CH3:22])=[C:9]([CH2:13][C:14]3[O:18][C:17]([C:19]([OH:21])=O)=[CH:16][CH:15]=3)[C:10]=2[CH3:12])[O:5][CH2:4][CH2:3]1.CN(C(ON1N=NC2C=CC=NC1=2)=[N+](C)C)C.F[P-](F)(F)(F)(F)F.[CH3:48][O:49][C:50]1[C:55]([NH2:56])=[C:54]([O:57][CH3:58])[N:53]=[C:52]([NH:59][CH2:60][CH2:61][CH2:62][N:63]2[CH2:68][CH2:67][O:66][CH2:65][CH2:64]2)[N:51]=1. The catalyst is CN(C=O)C. The product is [CH3:58][O:57][C:54]1[C:55]([NH:56][C:19]([C:17]2[O:18][C:14]([CH2:13][C:9]3[C:10]([CH3:12])=[C:11]4[C:6](=[CH:7][C:8]=3[CH3:22])[O:5][CH2:4][CH2:3][C:2]4([CH3:1])[CH3:23])=[CH:15][CH:16]=2)=[O:21])=[C:50]([O:49][CH3:48])[N:51]=[C:52]([NH:59][CH2:60][CH2:61][CH2:62][N:63]2[CH2:68][CH2:67][O:66][CH2:65][CH2:64]2)[N:53]=1. (6) The product is [F:8][C:4]1[C:3]2[O:9][C:13]([C:12]([O:11][CH3:10])=[O:17])=[N:1][C:2]=2[CH:7]=[CH:6][CH:5]=1. The reactants are [NH2:1][C:2]1[CH:7]=[CH:6][CH:5]=[C:4]([F:8])[C:3]=1[OH:9].[CH3:10][O:11][C:12](OC)([O:17]C)[C:13](OC)=O. The yield is 0.533. The catalyst is CO.